Regression. Given a peptide amino acid sequence and an MHC pseudo amino acid sequence, predict their binding affinity value. This is MHC class I binding data. From a dataset of Peptide-MHC class I binding affinity with 185,985 pairs from IEDB/IMGT. The peptide sequence is YNAELLVAL. The MHC is BoLA-AW10 with pseudo-sequence BoLA-AW10. The binding affinity (normalized) is 0.572.